This data is from Reaction yield outcomes from USPTO patents with 853,638 reactions. The task is: Predict the reaction yield, written as a fraction of the theoretical maximum amount of product (1.0 means a 100% yield; for example, 0.34 means a 34% yield). The reactants are C(OC([N:8]1[CH2:13][CH2:12][N:11]([CH2:14][CH2:15][O:16][C:17]2[CH:25]=[C:24]3[C:20]([CH:21]=[CH:22][N:23]3[CH:26]([CH3:28])[CH3:27])=[C:19]([C:29](=[O:43])[NH:30][CH2:31][C:32]3[C:33](=[O:42])[NH:34][C:35]([CH3:41])=[CH:36][C:37]=3[CH2:38][CH2:39][CH3:40])[CH:18]=2)[CH2:10][CH2:9]1)=O)(C)(C)C.C(O)(C(F)(F)F)=O. The catalyst is ClCCl. The product is [CH3:41][C:35]1[NH:34][C:33](=[O:42])[C:32]([CH2:31][NH:30][C:29]([C:19]2[C:20]3[CH:21]=[CH:22][N:23]([CH:26]([CH3:27])[CH3:28])[C:24]=3[CH:25]=[C:17]([O:16][CH2:15][CH2:14][N:11]3[CH2:12][CH2:13][NH:8][CH2:9][CH2:10]3)[CH:18]=2)=[O:43])=[C:37]([CH2:38][CH2:39][CH3:40])[CH:36]=1. The yield is 0.200.